Predict the product of the given reaction. From a dataset of Forward reaction prediction with 1.9M reactions from USPTO patents (1976-2016). (1) Given the reactants [O:1]1[CH2:6][CH2:5][CH:4]([O:7][C:8]2[N:9]([C:18]3[CH:23]=[CH:22][C:21]([O:24][CH2:25][C:26]([F:29])([F:28])[F:27])=[CH:20][CH:19]=3)[C:10](=[O:17])[C:11]3[CH:16]=[CH:15][NH:14][C:12]=3[N:13]=2)[CH2:3][CH2:2]1.BrBr.S([O-])([O-])(=[O:34])=S.[Na+].[Na+], predict the reaction product. The product is: [O:1]1[CH2:6][CH2:5][CH:4]([O:7][C:8]2[N:9]([C:18]3[CH:19]=[CH:20][C:21]([O:24][CH2:25][C:26]([F:29])([F:27])[F:28])=[CH:22][CH:23]=3)[C:10](=[O:17])[C:11]3[CH2:16][C:15](=[O:34])[NH:14][C:12]=3[N:13]=2)[CH2:3][CH2:2]1. (2) Given the reactants N1C2C(=CC=C3C=2N=CC=C3)C=CC=1.C(=O)([O-])[O-].[Cs+].[Cs+].I[C:22]1[CH:27]=[CH:26][C:25]([N:28]2[CH:32]=[CH:31][CH:30]=[CH:29]2)=[CH:24][CH:23]=1.[C:33]([O:37][C:38]([NH:40][NH2:41])=[O:39])([CH3:36])([CH3:35])[CH3:34], predict the reaction product. The product is: [C:33]([O:37][C:38]([N:40]([C:22]1[CH:27]=[CH:26][C:25]([N:28]2[CH:32]=[CH:31][CH:30]=[CH:29]2)=[CH:24][CH:23]=1)[NH2:41])=[O:39])([CH3:36])([CH3:35])[CH3:34]. (3) Given the reactants [CH2:1]([S:3]([C:6]1[C:7]([C:16]2[N:17]=[C:18]3[CH:23]=[C:22]([C:24]([F:27])([F:26])[F:25])[N:21]=[CH:20][N:19]3[CH:28]=2)=[N:8][CH:9]=[C:10]([C:12]([F:15])([F:14])[F:13])[CH:11]=1)(=[O:5])=[O:4])[CH3:2].[Br:29]N1C(=O)CCC1=O, predict the reaction product. The product is: [Br:29][C:28]1[N:19]2[CH:20]=[N:21][C:22]([C:24]([F:25])([F:27])[F:26])=[CH:23][C:18]2=[N:17][C:16]=1[C:7]1[C:6]([S:3]([CH2:1][CH3:2])(=[O:4])=[O:5])=[CH:11][C:10]([C:12]([F:13])([F:14])[F:15])=[CH:9][N:8]=1. (4) Given the reactants [CH2:1]([O:3][C:4]([C:6]1[O:14][C:13]2[CH:12]=[CH:11][N:10]=[C:9](Cl)[C:8]=2[C:7]=1[NH:16][C:17]1[CH:22]=[CH:21][C:20]([Si:23]([CH3:26])([CH3:25])[CH3:24])=[CH:19][C:18]=1[F:27])=[O:5])[CH3:2].[CH3:28]B1OB(C)OB(C)O1.C(=O)([O-])[O-].[K+].[K+], predict the reaction product. The product is: [CH2:1]([O:3][C:4]([C:6]1[O:14][C:9]2[N:10]=[CH:11][CH:12]=[C:13]([CH3:28])[C:8]=2[C:7]=1[NH:16][C:17]1[CH:22]=[CH:21][C:20]([Si:23]([CH3:25])([CH3:26])[CH3:24])=[CH:19][C:18]=1[F:27])=[O:5])[CH3:2].